Dataset: Forward reaction prediction with 1.9M reactions from USPTO patents (1976-2016). Task: Predict the product of the given reaction. Given the reactants O.Cl.[NH2:3][C@H:4]([CH2:8][SH:9])[C:5]([OH:7])=[O:6].CS(=O)([S:13][C:14]([CH3:17])([CH3:16])[CH3:15])=O.C(N(CC)CC)C, predict the reaction product. The product is: [NH2:3][C@H:4]([CH2:8][S:9][S:13][C:14]([CH3:17])([CH3:16])[CH3:15])[C:5]([OH:7])=[O:6].